This data is from Full USPTO retrosynthesis dataset with 1.9M reactions from patents (1976-2016). The task is: Predict the reactants needed to synthesize the given product. (1) Given the product [CH:7]1([NH:10][C:11]([C:13]2[CH:14]=[CH:15][C:16]([CH3:32])=[C:17]([NH:19][C:20](=[O:31])[C:21]3[CH:26]=[C:25]([N:1]4[CH2:6][CH2:5][CH2:4][CH2:3][CH2:2]4)[CH:24]=[CH:23][C:22]=3[N+:28]([O-:30])=[O:29])[CH:18]=2)=[O:12])[CH2:9][CH2:8]1, predict the reactants needed to synthesize it. The reactants are: [NH:1]1[CH2:6][CH2:5][CH2:4][CH2:3][CH2:2]1.[CH:7]1([NH:10][C:11]([C:13]2[CH:14]=[CH:15][C:16]([CH3:32])=[C:17]([NH:19][C:20](=[O:31])[C:21]3[CH:26]=[C:25](F)[CH:24]=[CH:23][C:22]=3[N+:28]([O-:30])=[O:29])[CH:18]=2)=[O:12])[CH2:9][CH2:8]1. (2) Given the product [Cl:22][C:23]1[CH:24]=[C:25]([CH:28]=[C:29]([O:21][C:14]2[C:15]([F:20])=[CH:16][CH:17]=[C:18]([CH3:19])[C:13]=2[F:12])[CH:30]=1)[C:26]#[N:27], predict the reactants needed to synthesize it. The reactants are: CC([O-])(C)C.[K+].C1COCC1.[F:12][C:13]1[C:18]([CH3:19])=[CH:17][CH:16]=[C:15]([F:20])[C:14]=1[OH:21].[Cl:22][C:23]1[CH:24]=[C:25]([CH:28]=[C:29](F)[CH:30]=1)[C:26]#[N:27].C1OCCOCCOCCOCCOCCOC1. (3) Given the product [Cl:20][C:16]1[CH:15]=[C:14]([CH:13]=[CH:12][C:11]([N:10]2[CH2:9][CH2:8][N:7]([C:22]3[C:27]([C:28]#[N:29])=[N:26][CH:25]=[CH:24][N:23]=3)[CH2:6][CH:5]2[C:3]([OH:4])=[O:2])=[O:21])[CH:19]=[CH:18][CH:17]=1, predict the reactants needed to synthesize it. The reactants are: C[O:2][C:3]([CH:5]1[N:10]([C:11](=[O:21])[CH:12]=[CH:13][C:14]2[CH:19]=[CH:18][CH:17]=[C:16]([Cl:20])[CH:15]=2)[CH2:9][CH2:8][N:7]([C:22]2[C:27]([C:28]#[N:29])=[N:26][CH:25]=[CH:24][N:23]=2)[CH2:6]1)=[O:4].[Li+].[OH-].Cl. (4) Given the product [CH3:1][O:2][C:3]([C:5]1[C:6]([OH:30])=[C:7]2[C:12](=[C:13]([C:36]3[S:37][CH:38]=[CH:39][N:40]=3)[N:14]=1)[N:11]([CH2:16][C:17]1[CH:22]=[CH:21][CH:20]=[CH:19][CH:18]=1)[C:10](=[O:23])[C:9]([C:24]1[CH:29]=[CH:28][CH:27]=[CH:26][CH:25]=1)=[CH:8]2)=[O:4], predict the reactants needed to synthesize it. The reactants are: [CH3:1][O:2][C:3]([C:5]1[C:6]([OH:30])=[C:7]2[C:12](=[C:13](Br)[N:14]=1)[N:11]([CH2:16][C:17]1[CH:22]=[CH:21][CH:20]=[CH:19][CH:18]=1)[C:10](=[O:23])[C:9]([C:24]1[CH:29]=[CH:28][CH:27]=[CH:26][CH:25]=1)=[CH:8]2)=[O:4].C([Sn](CCCC)(CCCC)[C:36]1[S:37][CH:38]=[CH:39][N:40]=1)CCC.CCOC(C)=O.Cl. (5) Given the product [Br:8][C:5]1[CH:6]=[CH:7][C:2]([NH:16][C:12]2[CH:13]=[CH:14][CH:15]=[C:10]([Cl:9])[CH:11]=2)=[N:3][CH:4]=1, predict the reactants needed to synthesize it. The reactants are: Br[C:2]1[CH:7]=[CH:6][C:5]([Br:8])=[CH:4][N:3]=1.[Cl:9][C:10]1[CH:11]=[C:12]([NH2:16])[CH:13]=[CH:14][CH:15]=1. (6) Given the product [NH2:9][C:10]1[CH:19]=[C:18]2[C:13]([CH:14]=[CH:15][CH:16]=[C:17]2[N:20]2[CH2:25][CH2:24][N:23]([CH3:26])[CH2:22][CH2:21]2)=[CH:12][CH:11]=1, predict the reactants needed to synthesize it. The reactants are: C([NH:9][C:10]1[CH:19]=[C:18]2[C:13]([CH:14]=[CH:15][CH:16]=[C:17]2[N:20]2[CH2:25][CH2:24][N:23]([CH3:26])[CH2:22][CH2:21]2)=[CH:12][CH:11]=1)(=O)C1C=CC=CC=1.C(O)C.[OH-].[Na+].